This data is from Forward reaction prediction with 1.9M reactions from USPTO patents (1976-2016). The task is: Predict the product of the given reaction. (1) Given the reactants [Cl:1][C:2]1[CH:18]=[N:17][CH:16]=[C:15](Cl)[C:3]=1[C:4]([NH:6][C:7](=[NH:14])[C:8]1[CH:13]=[CH:12][N:11]=[CH:10][CH:9]=1)=[O:5].C(=O)([O-])[O-].[Cs+].[Cs+].C(NCCNCC1C=CC=CC=1)C1C=CC=CC=1.C(O)(=O)C, predict the reaction product. The product is: [Cl:1][C:2]1[C:3]2[C:4](=[O:5])[NH:6][C:7]([C:8]3[CH:13]=[CH:12][N:11]=[CH:10][CH:9]=3)=[N:14][C:15]=2[CH:16]=[N:17][CH:18]=1. (2) Given the reactants C([O:7][CH2:8][C@@H:9]([O:43][C:44]([CH3:47])([CH3:46])[CH3:45])[C:10]1[C:34]([CH3:35])=[CH:33][C:13]2[N:14]=[C:15]([C:17]3[CH:18]=[N:19][CH:20]=[C:21]([C:23]4[CH:24]=[C:25]5[C:29](=[CH:30][CH:31]=4)[N:28]([CH3:32])[N:27]=[CH:26]5)[CH:22]=3)[S:16][C:12]=2[C:11]=1[C:36]1[CH:41]=[CH:40][C:39]([Cl:42])=[CH:38][CH:37]=1)(=O)C(C)(C)C.C1COCC1.CO.[OH-].[Na+], predict the reaction product. The product is: [C:44]([O:43][C@@H:9]([C:10]1[C:34]([CH3:35])=[CH:33][C:13]2[N:14]=[C:15]([C:17]3[CH:18]=[N:19][CH:20]=[C:21]([C:23]4[CH:24]=[C:25]5[C:29](=[CH:30][CH:31]=4)[N:28]([CH3:32])[N:27]=[CH:26]5)[CH:22]=3)[S:16][C:12]=2[C:11]=1[C:36]1[CH:41]=[CH:40][C:39]([Cl:42])=[CH:38][CH:37]=1)[CH2:8][OH:7])([CH3:47])([CH3:45])[CH3:46]. (3) Given the reactants [CH3:1][N:2]([CH3:24])[C:3]1[C:12]2[C:7](=[CH:8][CH:9]=[CH:10][CH:11]=2)[C:6]([C:13]2[O:14][C:15](=[O:23])[C:16]3[N:22]=[CH:21][CH:20]=[CH:19][C:17]=3[N:18]=2)=[CH:5][CH:4]=1.[CH3:25][N:26]([CH3:31])[CH2:27][CH2:28][CH2:29][NH2:30], predict the reaction product. The product is: [CH3:24][N:2]([CH3:1])[C:3]1[C:12]2[C:7](=[CH:8][CH:9]=[CH:10][CH:11]=2)[C:6]([C:13]([NH:18][C:17]2[C:16]([C:15]([NH:30][CH2:29][CH2:28][CH2:27][N:26]([CH3:31])[CH3:25])=[O:23])=[N:22][CH:21]=[CH:20][CH:19]=2)=[O:14])=[CH:5][CH:4]=1. (4) Given the reactants [Cl:1][C:2]1[N:7]=[C:6](Cl)[CH:5]=[CH:4][N:3]=1.CCN(C(C)C)C(C)C.[CH3:18][C@H:19]1[CH2:24][O:23][CH2:22][CH2:21][NH:20]1, predict the reaction product. The product is: [Cl:1][C:2]1[N:7]=[C:6]([N:20]2[CH2:21][CH2:22][O:23][CH2:24][C@@H:19]2[CH3:18])[CH:5]=[CH:4][N:3]=1. (5) The product is: [CH3:1][C:2]1[CH:3]=[C:21]([CH:7]=[CH:8][C:9]=1[C:10]([F:13])([F:12])[F:11])[C:22]([OH:17])=[O:14]. Given the reactants [CH3:1][C:2]1[CH:3]=C([CH:7]=[CH:8][C:9]=1[C:10]([F:13])([F:12])[F:11])C#N.[OH-:14].[Na+].Cl.[O:17]1[CH2:22][CH2:21]OCC1, predict the reaction product. (6) The product is: [F:21][C:22]1[CH:27]=[C:26]([C:2]2[C:11]([N:12]([CH:14]([CH3:16])[CH3:15])[CH3:13])=[N:10][C:9]3[C:4](=[CH:5][CH:6]=[C:7]([C:17]([O:19][CH3:20])=[O:18])[CH:8]=3)[N:3]=2)[CH:25]=[CH:24][N:23]=1. Given the reactants Cl[C:2]1[C:11]([N:12]([CH:14]([CH3:16])[CH3:15])[CH3:13])=[N:10][C:9]2[C:4](=[CH:5][CH:6]=[C:7]([C:17]([O:19][CH3:20])=[O:18])[CH:8]=2)[N:3]=1.[F:21][C:22]1[CH:27]=[C:26](B(O)O)[CH:25]=[CH:24][N:23]=1.[O-]P([O-])([O-])=O.[K+].[K+].[K+], predict the reaction product. (7) The product is: [CH3:1][O:2][C:3]1[CH:8]=[CH:7][CH:6]=[C:5]([O:9][CH3:10])[C:4]=1[N:11]1[C:20](=[O:21])[C:19]2[C:14](=[CH:15][CH:16]=[CH:17][CH:18]=2)[N:13]=[C:12]1/[CH:22]=[CH:26]/[C:25]1[CH:28]=[CH:29][CH:30]=[C:31]([O:32][CH3:33])[C:24]=1[OH:23]. Given the reactants [CH3:1][O:2][C:3]1[CH:8]=[CH:7][CH:6]=[C:5]([O:9][CH3:10])[C:4]=1[N:11]1[C:20](=[O:21])[C:19]2[C:14](=[CH:15][CH:16]=[CH:17][CH:18]=2)[N:13]=[C:12]1[CH3:22].[OH:23][C:24]1[C:31]([O:32][CH3:33])=[CH:30][CH:29]=[CH:28][C:25]=1[CH:26]=O, predict the reaction product. (8) Given the reactants [F:1][C:2]([F:7])([F:6])[C:3]([OH:5])=[O:4].C(N1C2C(=CC=C(OCCCNC(N)=N)C=2)C=C(CC(O)=O)C1=O)C.FC(F)(F)C(O)=O.[CH2:40]([N:42]1[C:51]2[C:46](=[CH:47][CH:48]=[C:49]([O:52][CH2:53][CH2:54][CH2:55][CH2:56][NH:57][C:58]([NH2:60])=[NH:59])[CH:50]=2)[CH:45]=[C:44]([CH2:61][C:62]([OH:64])=[O:63])[C:43]1=[O:65])[CH3:41], predict the reaction product. The product is: [F:1][C:2]([F:7])([F:6])[C:3]([OH:5])=[O:4].[CH2:40]([N:42]1[C:51]2[C:46](=[CH:47][CH:48]=[C:49]([O:52][CH2:53][CH2:54][CH2:55][CH2:56][NH:57][C:58]([NH2:60])=[NH:59])[CH:50]=2)[CH2:45][CH:44]([CH2:61][C:62]([OH:64])=[O:63])[C:43]1=[O:65])[CH3:41]. (9) The product is: [CH3:1][O:2][C:3]1[CH:10]=[CH:9][CH:8]=[C:7]2[C:4]=1[CH:5]=[C:13]([C:14]([O:16][CH2:17][CH3:18])=[O:15])[CH:12]=[C:11]2[OH:19]. Given the reactants [CH3:1][O:2][C:3]1[CH:10]=[CH:9][CH:8]=[CH:7][C:4]=1[CH:5]=O.[C:11](OCC)(=[O:19])[CH2:12][CH2:13][C:14]([O:16][CH2:17][CH3:18])=[O:15].O(C(C)(C)C)[K].CC(OC(C)=O)=O.CC([O-])=O.[Na+], predict the reaction product. (10) The product is: [Cl:18][C:19]1[CH:20]=[C:21]([CH:25]=[CH:26][CH:27]=1)[C:22]([NH:1][C:2]1[CH:7]=[CH:6][C:5]([S:8](=[O:10])(=[O:9])[NH:11][C@H:12]2[CH2:16][CH2:15][O:14][C:13]2=[O:17])=[CH:4][CH:3]=1)=[O:23]. Given the reactants [NH2:1][C:2]1[CH:7]=[CH:6][C:5]([S:8]([NH:11][C@H:12]2[CH2:16][CH2:15][O:14][C:13]2=[O:17])(=[O:10])=[O:9])=[CH:4][CH:3]=1.[Cl:18][C:19]1[CH:20]=[C:21]([CH:25]=[CH:26][CH:27]=1)[C:22](Cl)=[O:23], predict the reaction product.